The task is: Predict the product of the given reaction.. This data is from Forward reaction prediction with 1.9M reactions from USPTO patents (1976-2016). Given the reactants [CH3:1][O:2][C:3]1[CH:4]=[C:5]([NH:13][C:14]2[CH:19]=[N:18][CH:17]=[C:16](OC3C=CC(N)=CC=3)[N:15]=2)[CH:6]=[C:7]([O:11][CH3:12])[C:8]=1[O:9][CH3:10].[Cl:28][C:29]1[CH:34]=[CH:33][C:32]([C:35](Cl)=[O:36])=[CH:31][CH:30]=1, predict the reaction product. The product is: [CH3:12][O:11][C:7]1[CH:6]=[C:5]([NH:13][C:14]2[CH:19]=[N:18][CH:17]=[C:16]([C:4]3[CH:3]=[CH:8][C:7]([C:35]([C:32]4[CH:33]=[CH:34][C:29]([Cl:28])=[CH:30][CH:31]=4)=[O:36])=[CH:6][C:5]=3[NH2:13])[N:15]=2)[CH:4]=[C:3]([O:2][CH3:1])[C:8]=1[O:9][CH3:10].